From a dataset of Reaction yield outcomes from USPTO patents with 853,638 reactions. Predict the reaction yield, written as a fraction of the theoretical maximum amount of product (1.0 means a 100% yield; for example, 0.34 means a 34% yield). (1) No catalyst specified. The product is [ClH:1].[ClH:1].[CH3:3][C:4]1[CH:5]=[C:6]([O:54][S:55]([C:58]2[CH:63]=[CH:62][CH:61]=[CH:60][C:59]=2[S:64]([N:67]([CH3:75])[CH2:68][C:69]2[CH:70]=[N:71][CH:72]=[CH:73][CH:74]=2)(=[O:65])=[O:66])(=[O:57])=[O:56])[CH:7]=[C:8]([CH:18]=1)[O:9][CH2:10][CH2:11][CH2:12][O:13][NH:14][C:15]([NH2:17])=[NH:16]. The yield is 0.760. The reactants are [ClH:1].Cl.[CH3:3][C:4]1[CH:5]=[CH:6][C:7](OS(C2C=CC=CC=2S(N(C)CC2C=NC=CC=2)(=O)=O)(=O)=O)=[C:8]([CH:18]=1)[O:9][CH2:10][CH2:11][CH2:12][O:13][NH:14][C:15]([NH2:17])=[NH:16].CC1C=CC([O:54][S:55]([C:58]2[CH:63]=[CH:62][CH:61]=[CH:60][C:59]=2[S:64]([N:67]([CH3:75])[CH2:68][C:69]2[CH:70]=[N:71][CH:72]=[CH:73][CH:74]=2)(=[O:66])=[O:65])(=[O:57])=[O:56])=C(C=1)OCCCON.C(C(=CC1C=CC(O)=CC=1)C(O)=O)#N. (2) The reactants are [F:1][C:2]([F:25])([F:24])[C:3]1[CH:4]=[C:5]([NH:13][C:14](=[O:23])[C:15]2[CH:20]=[C:19](I)[CH:18]=[CH:17][C:16]=2[OH:22])[CH:6]=[C:7]([C:9]([F:12])([F:11])[F:10])[CH:8]=1.[S:26]1[CH:30]=[CH:29][C:28](B(O)O)=[CH:27]1. No catalyst specified. The product is [F:1][C:2]([F:25])([F:24])[C:3]1[CH:4]=[C:5]([NH:13][C:14](=[O:23])[C:15]2[CH:20]=[C:19]([C:28]3[CH:29]=[CH:30][S:26][CH:27]=3)[CH:18]=[CH:17][C:16]=2[OH:22])[CH:6]=[C:7]([C:9]([F:12])([F:11])[F:10])[CH:8]=1. The yield is 0.387.